From a dataset of Reaction yield outcomes from USPTO patents with 853,638 reactions. Predict the reaction yield, written as a fraction of the theoretical maximum amount of product (1.0 means a 100% yield; for example, 0.34 means a 34% yield). (1) The reactants are C(Cl)(Cl)=S.COC1C=C2C(=CC=1OC)N=CC=C2OC1C=CC(N[C:27]([NH:29][CH2:30][CH2:31][NH:32][C:33]2[CH:38]=[CH:37]C=CC=2)=[O:28])=CC=1F.CCN(C(C)C)C(C)C.CO. The catalyst is C1COCC1.C(Cl)Cl. The product is [CH2:33]([N:32]1[CH2:31][CH2:30][NH:29][C:27]1=[O:28])[CH:38]=[CH2:37]. The yield is 0.0600. (2) The reactants are [Br:1][C:2]1[CH:11]=[C:10]([Cl:12])[CH:9]=[C:8]([F:13])[C:3]=1[C:4]([NH:6][OH:7])=[NH:5].CO[C:16](OC)(N(C)C)[CH3:17]. The catalyst is CC(O)C. The product is [Br:1][C:2]1[CH:11]=[C:10]([Cl:12])[CH:9]=[C:8]([F:13])[C:3]=1[C:4]1[N:5]=[C:16]([CH3:17])[O:7][N:6]=1. The yield is 0.580. (3) The reactants are [CH3:1][C:2]1[NH:3][C:4]2[C:9]([C:10]=1[C:11]([O:13][CH3:14])=[O:12])=[CH:8][CH:7]=[CH:6][CH:5]=2.Br[CH:16]([CH3:24])[C:17]([N:19]1[CH2:23][CH2:22][CH2:21][CH2:20]1)=[O:18].C(=O)([O-])[O-].[Cs+].[Cs+]. The catalyst is CN(C)C=O. The product is [CH3:1][C:2]1[N:3]([CH:16]([CH3:24])[C:17](=[O:18])[N:19]2[CH2:23][CH2:22][CH2:21][CH2:20]2)[C:4]2[C:9]([C:10]=1[C:11]([O:13][CH3:14])=[O:12])=[CH:8][CH:7]=[CH:6][CH:5]=2. The yield is 0.930. (4) The reactants are [C@H:1]([O:5][C:6]1[CH:14]=[CH:13][C:12]([S:15]([CH3:18])(=[O:17])=[O:16])=[CH:11][C:7]=1[C:8]([OH:10])=O)([CH2:3][CH3:4])[CH3:2].Cl.[F:20][C:21]([F:34])([F:33])[C:22]1[S:26][C:25]([N:27]2[CH2:32][CH2:31][NH:30][CH2:29][CH2:28]2)=[N:24][CH:23]=1. No catalyst specified. The product is [C@H:1]([O:5][C:6]1[CH:14]=[CH:13][C:12]([S:15]([CH3:18])(=[O:17])=[O:16])=[CH:11][C:7]=1[C:8]([N:30]1[CH2:31][CH2:32][N:27]([C:25]2[S:26][C:22]([C:21]([F:34])([F:20])[F:33])=[CH:23][N:24]=2)[CH2:28][CH2:29]1)=[O:10])([CH2:3][CH3:4])[CH3:2]. The yield is 0.100.